Dataset: Reaction yield outcomes from USPTO patents with 853,638 reactions. Task: Predict the reaction yield, written as a fraction of the theoretical maximum amount of product (1.0 means a 100% yield; for example, 0.34 means a 34% yield). (1) No catalyst specified. The product is [C:28]([OH:29])(=[O:34])[CH3:36].[NH2:27][C@H:25]([C:22]1([OH:24])[CH2:23][N:20]([C:18]([C:11]2[C:10]([NH:9][C:3]3[CH:4]=[CH:5][C:6]([I:8])=[CH:7][C:2]=3[F:1])=[CH:15][C:14](=[O:16])[N:13]([CH3:17])[N:12]=2)=[O:19])[CH2:21]1)[CH3:26]. The yield is 0.870. The reactants are [F:1][C:2]1[CH:7]=[C:6]([I:8])[CH:5]=[CH:4][C:3]=1[NH:9][C:10]1[C:11]([C:18]([N:20]2[CH2:23][C:22]([C@@H:25]([NH:27][C:28](=[O:34])[O:29]C(C)(C)C)[CH3:26])([OH:24])[CH2:21]2)=[O:19])=[N:12][N:13]([CH3:17])[C:14](=[O:16])[CH:15]=1.Cl.[CH3:36]O. (2) The reactants are O[Li].O.O.C([O:7][C:8]([C:10]1([CH2:14][CH2:15][CH2:16][CH2:17][C:18](=[O:32])[CH2:19][CH2:20][CH2:21][CH2:22][C:23]2([C:27]([O:29]CC)=[O:28])[CH2:26][CH2:25][CH2:24]2)[CH2:13][CH2:12][CH2:11]1)=[O:9])C. The catalyst is CCO. The product is [C:27]([C:23]1([CH2:22][CH2:21][CH2:20][CH2:19][C:18](=[O:32])[CH2:17][CH2:16][CH2:15][CH2:14][C:10]2([C:8]([OH:9])=[O:7])[CH2:11][CH2:12][CH2:13]2)[CH2:26][CH2:25][CH2:24]1)([OH:29])=[O:28]. The yield is 0.560. (3) The reactants are [F:1][C:2]([F:12])([F:11])[O:3][C:4]1[CH:10]=[CH:9][C:7]([NH2:8])=[CH:6][CH:5]=1.CS[C:15](SC)=[CH:16][N+:17]([O-:19])=[O:18].[NH2:22][C@H:23]1[CH2:29][CH2:28][CH2:27][CH2:26][N:25]([CH2:30][C:31]([N:33]2[CH2:37][CH2:36][CH2:35][CH2:34]2)=[O:32])[C:24]1=[O:38]. The catalyst is C(O)C. The product is [N+:17]([CH:16]=[C:15]([NH:22][C@H:23]1[CH2:29][CH2:28][CH2:27][CH2:26][N:25]([CH2:30][C:31]([N:33]2[CH2:34][CH2:35][CH2:36][CH2:37]2)=[O:32])[C:24]1=[O:38])[NH:8][C:7]1[CH:9]=[CH:10][C:4]([O:3][C:2]([F:11])([F:12])[F:1])=[CH:5][CH:6]=1)([O-:19])=[O:18]. The yield is 0.550. (4) The reactants are CCN=C=NCCCN(C)C.[CH3:12][C:13]1[CH:18]=[CH:17][C:16]([C:19]2[CH:24]=[C:23]([N+:25]([O-:27])=[O:26])[CH:22]=[C:21]([C:28]([OH:30])=O)[CH:20]=2)=[CH:15][CH:14]=1.C1C=[CH:33][C:34]2[N:39](O)N=N[C:35]=2C=1.CN1[C:46](=[O:47])CCC1. The catalyst is C(Cl)Cl.CN(C=O)C. The product is [CH3:46][O:47][CH2:33][CH:34]([NH:39][C:28]([C:21]1[CH:20]=[C:19]([C:16]2[CH:15]=[CH:14][C:13]([CH3:12])=[CH:18][CH:17]=2)[CH:24]=[C:23]([N+:25]([O-:27])=[O:26])[CH:22]=1)=[O:30])[CH3:35]. The yield is 0.835. (5) The reactants are [C:1]1([S:7]([C:10](=[C:13](SC)SC)[C:11]#[N:12])(=[O:9])=[O:8])[CH:6]=[CH:5][CH:4]=[CH:3][CH:2]=1.[OH:18][CH2:19][CH2:20][CH2:21][NH:22][CH2:23][CH2:24][NH2:25]. The catalyst is C1COCC1.[Cl-].[Na+].O. The product is [OH:18][CH2:19][CH2:20][CH2:21][N:22]1[CH2:23][CH2:24][NH:25][C:13]1=[C:10]([S:7]([C:1]1[CH:6]=[CH:5][CH:4]=[CH:3][CH:2]=1)(=[O:8])=[O:9])[C:11]#[N:12]. The yield is 0.990.